Dataset: Catalyst prediction with 721,799 reactions and 888 catalyst types from USPTO. Task: Predict which catalyst facilitates the given reaction. Reactant: [Cl:1][C:2]1[CH:7]=[CH:6][C:5]([S:8]([N:11]([CH2:19][C:20]2[CH:28]=[CH:27][C:23]([C:24]([OH:26])=O)=[CH:22][CH:21]=2)[CH2:12][C:13]2[CH:18]=[CH:17][CH:16]=[CH:15][N:14]=2)(=[O:10])=[O:9])=[CH:4][CH:3]=1.[C:29]1([CH2:35][S:36]([NH2:39])(=[O:38])=[O:37])[CH:34]=[CH:33][CH:32]=[CH:31][CH:30]=1.Cl.CN(C)CCCN=C=NCC. Product: [CH2:35]([S:36]([NH:39][C:24](=[O:26])[C:23]1[CH:22]=[CH:21][C:20]([CH2:19][N:11]([S:8]([C:5]2[CH:4]=[CH:3][C:2]([Cl:1])=[CH:7][CH:6]=2)(=[O:10])=[O:9])[CH2:12][C:13]2[CH:18]=[CH:17][CH:16]=[CH:15][N:14]=2)=[CH:28][CH:27]=1)(=[O:38])=[O:37])[C:29]1[CH:34]=[CH:33][CH:32]=[CH:31][CH:30]=1. The catalyst class is: 172.